Dataset: Experimentally validated miRNA-target interactions with 360,000+ pairs, plus equal number of negative samples. Task: Binary Classification. Given a miRNA mature sequence and a target amino acid sequence, predict their likelihood of interaction. (1) The miRNA is hsa-miR-585-3p with sequence UGGGCGUAUCUGUAUGCUA. The protein sequence of the target gene is MRRFLLLYATQQGQAKAIAEEICEQAVVHGFSADLHCISESDKYDLKTETAPLVVVVSTTGTGDPPDTARKFVKEIQNQTLPVDFFAHLRYGLLGLGDSEYTYFCNGGKIIDKRLQELGARHFYDTGHADDCVGLELVVEPWIAGLWPALRKHFRSSRGQEEISGALPVASPASSRTDLVKSELLHIESQVELLRFDDSGRKDSEVLKQNAVNSNQSNVVIEDFESSLTRSVPPLSQASLNIPGLPPEYLQVHLQESLGQEESQVSVTSADPVFQVPISKAVQLTTNDAIKTTLLVELDI.... Result: 0 (no interaction). (2) The miRNA is mmu-miR-3093-5p with sequence CGCACCCCGCGGAGCUCACACU. The protein sequence of the target gene is MSGGGGGGGSAPSRFADYFVICGLDTETGLEPDELSALCQYIQASKARDGASPFISSTTEGENFEQTPLRRTFKSKVLARYPENVEWNPFDQDAVGMLCMPKGLAFKTQADPREPQFHAFIITREDGSRTFGFALTFYEEVTSKQICSAMQTLYHMHNAEYDVLHAPPADDRDQSSMEDGEDTPVTKLQRFNSYDISRDTLYVSKCICLITPMSFMKACRSVLEQLHQAVTSPQPPPLPLESYIYNVLYEVPLPPPGRSLKFSGVYGPIICQRPSTNELPLFDFPVKEVFELLGVENVFQ.... Result: 0 (no interaction). (3) The miRNA is mmu-miR-466f-5p with sequence UACGUGUGUGUGCAUGUGCAUG. The protein sequence of the target gene is MAATDLERVSNAEPEPRSLSLGGHVGFDSLPDQLVSKSVTQGFSFNILCVGETGIGKSTLMNTLFNTTFETEEASHHEECVRLRPQTYDLQESNVHLKLTIVDAVGFGDQINKDDSYRPIVDYIDAQFENYLQEELKIRRSLFDYHDTRIHVCLYFITPTGHSLKSLDLVTMKKLDSKVNIIPIIAKADTISKSELHKFKIKIMGELVSNGVQIYQFPTDDEAVAEINAVMNAHLPFAVVGSTEEVKVGNKLVRARQYPWGVVQVENENHCDFVKLREMLIRVNMEDLREQTHSRHYELY.... Result: 0 (no interaction). (4) The miRNA is hsa-miR-4685-5p with sequence CCCAGGGCUUGGAGUGGGGCAAGGUU. The protein sequence of the target gene is MAGPGPGPGDPDEQYDFLFKLVLVGDASVGKTCVVQRFKTGAFSERQGSTIGVDFTMKTLEIQGKRVKLQIWDTAGQERFRTITQSYYRSANGAILAYDITKRSSFLSVPHWIEDVRKYAGSNIVQLLIGNKSDLSELREVSLAEAQSLAEHYDILCAIETSAKDSSNVEEAFLRVATELIMRHGGPLFSEKSPDHIQLNSKDIGEGWGCGC. Result: 1 (interaction). (5) The miRNA is mmu-miR-664-3p with sequence UAUUCAUUUACUCCCCAGCCUA. The protein sequence of the target gene is MCKGLAGLPASCLRSAKDMKHRLGFLLQKSDSCEHSSSHSKKDKVVTCQRVSQEEVKKWAESLENLIHHECGLAAFKAFLKSEYSEENIDFWISCEEYKKIKSPSKLSPKAKKIYNEFISVQATKEVNLDSCTREETSRNMLQPTITCFDEAQKKIFNLMERDSYRRFLKSRFYLDLTNPSSCGAEKQKGAKSSADCTSLVSQCA. Result: 1 (interaction). (6) The miRNA is mmu-miR-1843a-5p with sequence UAUGGAGGUCUCUGUCUGACU. Result: 0 (no interaction). The protein sequence of the target gene is MEVEAAEARSPAPGYKRSGRRYKCVSCTKTFPNAPRAARHAATHGPADCSEEVAEVKPKPETEAKAEEASGEKVSGSAAKPRPYACPLCPKAYKTAPELRSHGRSHTGEKPFPCPECGRRFMQPVCLRVHLASHAGELPFRCAHCPKAYGALSKLKIHQRGHTGERPYACADCGKSFADPSVFRKHRRTHAGLRPYSCERCGKAYAELKDLRNHERSHTGERPFLCSECGKSFSRSSSLTCHQRIHAAQKPYRCPACGKGFTQLSSYQSHERTHSGEKPFLCPRCGRMFSDPSSFRRHQR....